The task is: Predict the reactants needed to synthesize the given product.. This data is from Full USPTO retrosynthesis dataset with 1.9M reactions from patents (1976-2016). (1) Given the product [Br:3][C:4]1[C:5]([CH3:21])=[C:6]([C:19]#[N:20])[N:7]([CH3:25])[CH:8]=1, predict the reactants needed to synthesize it. The reactants are: [OH-].[K+].[Br:3][C:4]1[C:5]([CH3:21])=[C:6]([C:19]#[N:20])[N:7](S(C2C=CC(C)=CC=2)(=O)=O)[CH:8]=1.[H-].[Na+].I[CH3:25]. (2) Given the product [C:29]([O:28][C:27]([NH:26][C:24]1[N:25]=[C:20]([CH2:19][CH2:18][O:1][C:2]2[CH:3]=[CH:4][C:5]([CH2:8][C:9]([CH3:16])([CH3:15])[CH2:10][C:11]([O:13][CH3:14])=[O:12])=[CH:6][CH:7]=2)[CH:21]=[CH:22][CH:23]=1)=[O:33])([CH3:32])([CH3:31])[CH3:30], predict the reactants needed to synthesize it. The reactants are: [OH:1][C:2]1[CH:7]=[CH:6][C:5]([CH2:8][C:9]([CH3:16])([CH3:15])[CH2:10][C:11]([O:13][CH3:14])=[O:12])=[CH:4][CH:3]=1.O[CH2:18][CH2:19][C:20]1[N:25]=[C:24]([NH:26][C:27](=[O:33])[O:28][C:29]([CH3:32])([CH3:31])[CH3:30])[CH:23]=[CH:22][CH:21]=1.C1(P(C2C=CC=CC=2)C2C=CC=CC=2)C=CC=CC=1.N(C(OC(C)C)=O)=NC(OC(C)C)=O. (3) Given the product [CH2:9]([O:8][C:6]([CH2:5][CH2:4][CH2:3][CH2:2][O:43][C:40]1[CH:39]=[N:38][C:37]([N:34]2[CH2:33][CH2:32][CH:31]([C:20]3[C:19]([CH:44]([F:55])[C:45]4[CH:50]=[CH:49][C:48]([C:51]([F:52])([F:53])[F:54])=[CH:47][CH:46]=4)=[C:18]([CH:15]4[CH2:16][CH2:17][C:12]([F:11])([F:56])[CH2:13][CH2:14]4)[C:27]4[CH:26]([OH:28])[CH2:25][C:24]([CH3:30])([CH3:29])[CH2:23][C:22]=4[N:21]=3)[CH2:36][CH2:35]2)=[N:42][CH:41]=1)=[O:7])[CH3:10], predict the reactants needed to synthesize it. The reactants are: Br[CH2:2][CH2:3][CH2:4][CH2:5][C:6]([O:8][CH2:9][CH3:10])=[O:7].[F:11][C:12]1([F:56])[CH2:17][CH2:16][CH:15]([C:18]2[C:27]3[CH:26]([OH:28])[CH2:25][C:24]([CH3:30])([CH3:29])[CH2:23][C:22]=3[N:21]=[C:20]([CH:31]3[CH2:36][CH2:35][N:34]([C:37]4[N:42]=[CH:41][C:40]([OH:43])=[CH:39][N:38]=4)[CH2:33][CH2:32]3)[C:19]=2[CH:44]([F:55])[C:45]2[CH:50]=[CH:49][C:48]([C:51]([F:54])([F:53])[F:52])=[CH:47][CH:46]=2)[CH2:14][CH2:13]1. (4) Given the product [Cl:26][C:22]1[CH:23]=[CH:24][CH:25]=[C:2]([Cl:1])[C:3]=1[CH2:4][C:5]1[S:6][CH:7]=[C:8]([C:10]2[CH:11]=[C:12]3[C:17](=[CH:18][CH:19]=2)[CH:16]=[C:15]([OH:20])[CH:14]=[CH:13]3)[N:9]=1, predict the reactants needed to synthesize it. The reactants are: [Cl:1][C:2]1[CH:25]=[CH:24][CH:23]=[C:22]([Cl:26])[C:3]=1[CH2:4][C:5]1[S:6][CH:7]=[C:8]([C:10]2[CH:19]=[CH:18][C:17]3[C:12](=[CH:13][CH:14]=[C:15]([O:20]C)[CH:16]=3)[CH:11]=2)[N:9]=1.Br. (5) Given the product [BrH:1].[Br:1][C:2]1[CH:11]=[C:10]2[C:5]([CH:6]=[CH:7][N:8]=[CH:9]2)=[CH:4][CH:3]=1, predict the reactants needed to synthesize it. The reactants are: [Br:1][C:2]1[CH:11]=[C:10]2[C:5]([CH:6]=[CH:7][N:8]=[CH:9]2)=[CH:4][CH:3]=1.BrC1C=CC=C2C=1C=CN=C2.C[Si](Br)(C)C.CO.Br.